This data is from Full USPTO retrosynthesis dataset with 1.9M reactions from patents (1976-2016). The task is: Predict the reactants needed to synthesize the given product. (1) Given the product [N+:1]([C:4]1[N:5]=[C:6]2[N:11]([CH:12]=1)[CH2:10][C@H:9]([OH:13])[CH2:8][O:7]2)([O-:3])=[O:2], predict the reactants needed to synthesize it. The reactants are: [N+:1]([C:4]1[N:5]=[C:6]2[N:11]([CH:12]=1)[CH2:10][C@H:9]([O:13]C1CCCCO1)[CH2:8][O:7]2)([O-:3])=[O:2]. (2) Given the product [F:1][C:2]([F:26])([C:19]1[CH:24]=[CH:23][C:22]([F:25])=[CH:21][N:20]=1)[C:3]1[N:12]=[C:11]([NH:56][C:53]2[CH:52]=[C:51]([CH3:50])[NH:55][N:54]=2)[C:10]2[C:5](=[C:6]([NH:15][C:16](=[O:18])[CH3:17])[CH:7]=[CH:8][CH:9]=2)[N:4]=1, predict the reactants needed to synthesize it. The reactants are: [F:1][C:2]([F:26])([C:19]1[CH:24]=[CH:23][C:22]([F:25])=[CH:21][N:20]=1)[C:3]1[N:12]=[C:11](SC)[C:10]2[C:5](=[C:6]([NH:15][C:16](=[O:18])[CH3:17])[CH:7]=[CH:8][CH:9]=2)[N:4]=1.ClC1C=CC=C(C(OO)=O)C=1.S([O-])([O-])(=O)=S.[Na+].[Na+].C(=O)(O)[O-].[Na+].[CH3:50][C:51]1[NH:55][N:54]=[C:53]([NH2:56])[CH:52]=1.